Dataset: Full USPTO retrosynthesis dataset with 1.9M reactions from patents (1976-2016). Task: Predict the reactants needed to synthesize the given product. (1) Given the product [CH2:38]([O:37][C:33]1[CH:32]=[C:31]([C:29]#[C:30][C:11]2[O:15][C:14]([C:16]([NH:18][C@@H:19]([CH2:24][N+:25]([CH3:28])([CH3:27])[CH3:26])[CH2:20][C:21]([O-:23])=[O:22])=[O:17])=[CH:13][CH:12]=2)[CH:36]=[CH:35][CH:34]=1)[CH2:39][CH2:40][CH2:41][CH2:42][CH3:43], predict the reactants needed to synthesize it. The reactants are: C1C=NC=C(C(O)=O)C=1.Br[C:11]1[O:15][C:14]([C:16]([NH:18][C@@H:19]([CH2:24][N+:25]([CH3:28])([CH3:27])[CH3:26])[CH2:20][C:21]([O-:23])=[O:22])=[O:17])=[CH:13][CH:12]=1.[C:29]([C:31]1[CH:36]=[CH:35][CH:34]=[C:33]([O:37][CH2:38][CH2:39][CH2:40][CH2:41][CH2:42][CH3:43])[CH:32]=1)#[CH:30]. (2) Given the product [C:1]([O:5][C:6]([N:8]1[CH2:9][CH:10]([CH2:20][OH:21])[CH:11]([C:13]2[CH:18]=[CH:17][C:16]([F:19])=[CH:15][CH:14]=2)[CH2:12]1)=[O:7])([CH3:4])([CH3:2])[CH3:3], predict the reactants needed to synthesize it. The reactants are: [C:1]([O:5][C:6]([N:8]1[CH2:12][CH:11]([C:13]2[CH:18]=[CH:17][C:16]([F:19])=[CH:15][CH:14]=2)[CH:10]([C:20](O)=[O:21])[CH2:9]1)=[O:7])([CH3:4])([CH3:3])[CH3:2]. (3) Given the product [CH3:12][C:7]1[CH:6]=[C:5]2[C:10]([CH:11]=[C:2]([N:18]3[CH2:19][CH2:20][N:15]([CH3:14])[CH2:16][CH2:17]3)[NH:3][C:4]2=[O:13])=[CH:9][CH:8]=1, predict the reactants needed to synthesize it. The reactants are: Cl[C:2]1[NH:3][C:4](=[O:13])[C:5]2[C:10]([CH:11]=1)=[CH:9][CH:8]=[C:7]([CH3:12])[CH:6]=2.[CH3:14][N:15]1[CH2:20][CH2:19][NH:18][CH2:17][CH2:16]1. (4) Given the product [N:14]1[CH:15]=[CH:16][C:11]([S:8][C:5]2[CH:6]=[CH:7][C:2]([NH2:1])=[CH:3][CH:4]=2)=[CH:12][CH:13]=1, predict the reactants needed to synthesize it. The reactants are: [NH2:1][C:2]1[CH:7]=[CH:6][C:5]([SH:8])=[CH:4][CH:3]=1.Cl.Cl[C:11]1[CH:16]=[CH:15][N:14]=[CH:13][CH:12]=1.C(=O)([O-])[O-].[K+].[K+]. (5) Given the product [Br:10][C:11]1[CH:19]=[CH:18][C:17]2[C:13](=[CH:14][N:15]([CH3:20])[N:16]=2)[CH:12]=1, predict the reactants needed to synthesize it. The reactants are: F[B-](F)(F)F.C[O+](C)C.[Br:10][C:11]1[CH:12]=[C:13]2[C:17](=[CH:18][CH:19]=1)[NH:16][N:15]=[CH:14]2.[C:20](OCC)(=O)C.[OH-].[Na+]. (6) Given the product [CH2:26]([O:25][C@H:19]([C:20]([O:22][CH2:23][CH3:24])=[O:21])[CH2:18][C:15]1[CH:16]=[CH:17][C:12]([O:11][CH2:10][C:9]([OH:28])=[O:8])=[CH:13][CH:14]=1)[CH3:27], predict the reactants needed to synthesize it. The reactants are: C([O:8][C:9](=[O:28])[CH2:10][O:11][C:12]1[CH:17]=[CH:16][C:15]([CH2:18][C@H:19]([O:25][CH2:26][CH3:27])[C:20]([O:22][CH2:23][CH3:24])=[O:21])=[CH:14][CH:13]=1)C1C=CC=CC=1. (7) Given the product [Br:1][C:2]1[CH:3]=[C:4]2[C:23](=[CH:24][CH:25]=1)[C:7]1=[CH:8][C:9]3[CH:10]([OH:22])[C:11]4[CH:12]=[CH:13][C:14]([Br:21])=[CH:15][C:16]=4[CH:17]([OH:20])[C:18]=3[CH:19]=[C:6]1[C:5]2([CH3:27])[CH3:26], predict the reactants needed to synthesize it. The reactants are: [Br:1][C:2]1[CH:3]=[C:4]2[C:23](=[CH:24][CH:25]=1)[C:7]1=[CH:8][C:9]3[C:10](=[O:22])[C:11]4[CH:12]=[CH:13][C:14]([Br:21])=[CH:15][C:16]=4[C:17](=[O:20])[C:18]=3[CH:19]=[C:6]1[C:5]2([CH3:27])[CH3:26].[BH4-].[Na+]. (8) The reactants are: [Br:1][C:2]1[CH:3]=[N:4][C:5]2[N:6]([N:8]=[C:9]([C:11]([OH:13])=O)[CH:10]=2)[CH:7]=1.Cl.[CH3:15][C:16]1[S:17][C:18]2[CH2:24][CH2:23][NH:22][CH2:21][CH2:20][C:19]=2[N:25]=1. Given the product [Br:1][C:2]1[CH:3]=[N:4][C:5]2[N:6]([N:8]=[C:9]([C:11]([N:22]3[CH2:23][CH2:24][C:18]4[SH:17]=[C:16]([CH3:15])[NH:25][C:19]=4[CH2:20][CH2:21]3)=[O:13])[CH:10]=2)[CH:7]=1, predict the reactants needed to synthesize it.